From a dataset of Peptide-MHC class II binding affinity with 134,281 pairs from IEDB. Regression. Given a peptide amino acid sequence and an MHC pseudo amino acid sequence, predict their binding affinity value. This is MHC class II binding data. (1) The peptide sequence is QSDLIKKVTNYLVDGNGRFV. The MHC is DRB1_1501 with pseudo-sequence DRB1_1501. The binding affinity (normalized) is 1.00. (2) The peptide sequence is SEFIKFAEGRRGAAE. The MHC is HLA-DQA10501-DQB10302 with pseudo-sequence HLA-DQA10501-DQB10302. The binding affinity (normalized) is 0.158. (3) The peptide sequence is PYRRLRRRPRSTRLP. The MHC is H-2-IAd with pseudo-sequence H-2-IAd. The binding affinity (normalized) is 0. (4) The peptide sequence is IIQGLKLMNSPEFHL. The MHC is HLA-DQA10301-DQB10302 with pseudo-sequence HLA-DQA10301-DQB10302. The binding affinity (normalized) is 0.362. (5) The peptide sequence is AEHQAIIRDVLTASD. The MHC is DRB1_0802 with pseudo-sequence DRB1_0802. The binding affinity (normalized) is 0.0847.